Task: Predict the reaction yield, written as a fraction of the theoretical maximum amount of product (1.0 means a 100% yield; for example, 0.34 means a 34% yield).. Dataset: Reaction yield outcomes from USPTO patents with 853,638 reactions (1) The reactants are C[O:2][C:3](=[O:12])[CH2:4][N:5]1[CH2:10][CH2:9][CH2:8][O:7][C:6]1=[O:11].O.CO.[OH-].[Na+]. The catalyst is C1COCC1. The product is [O:11]=[C:6]1[N:5]([CH2:4][C:3]([OH:12])=[O:2])[CH2:10][CH2:9][CH2:8][O:7]1. The yield is 0.990. (2) The reactants are [CH3:1][C:2]1([CH3:22])[O:7][C:6](=[O:8])[NH:5][C:4]2[CH:9]=[CH:10][C:11]([C:13]3[CH:14]=[C:15]([CH:18]=[C:19]([F:21])[CH:20]=3)[C:16]#[N:17])=[CH:12][C:3]1=2.[CH2:23]([O:25][CH:26](OCC)[O:27][CH2:28][CH3:29])[CH3:24]. No catalyst specified. The product is [CH2:23]([O:25][CH:26]([O:27][CH2:28][CH3:29])[N:5]1[C:4]2[CH:9]=[CH:10][C:11]([C:13]3[CH:14]=[C:15]([CH:18]=[C:19]([F:21])[CH:20]=3)[C:16]#[N:17])=[CH:12][C:3]=2[C:2]([CH3:22])([CH3:1])[O:7][C:6]1=[O:8])[CH3:24]. The yield is 0.330.